This data is from NCI-60 drug combinations with 297,098 pairs across 59 cell lines. The task is: Regression. Given two drug SMILES strings and cell line genomic features, predict the synergy score measuring deviation from expected non-interaction effect. (1) Drug 1: CC1=C2C(C(=O)C3(C(CC4C(C3C(C(C2(C)C)(CC1OC(=O)C(C(C5=CC=CC=C5)NC(=O)OC(C)(C)C)O)O)OC(=O)C6=CC=CC=C6)(CO4)OC(=O)C)OC)C)OC. Drug 2: C1=C(C(=O)NC(=O)N1)N(CCCl)CCCl. Cell line: RPMI-8226. Synergy scores: CSS=73.8, Synergy_ZIP=-0.469, Synergy_Bliss=-3.01, Synergy_Loewe=-8.13, Synergy_HSA=-0.188. (2) Drug 1: CC1=CC=C(C=C1)C2=CC(=NN2C3=CC=C(C=C3)S(=O)(=O)N)C(F)(F)F. Drug 2: COC1=C2C(=CC3=C1OC=C3)C=CC(=O)O2. Cell line: SW-620. Synergy scores: CSS=-7.83, Synergy_ZIP=3.64, Synergy_Bliss=-0.973, Synergy_Loewe=-6.27, Synergy_HSA=-7.02.